This data is from Forward reaction prediction with 1.9M reactions from USPTO patents (1976-2016). The task is: Predict the product of the given reaction. (1) Given the reactants [Li]CCCC.[C:6]1([C:12]#[CH:13])[CH:11]=[CH:10][CH:9]=[CH:8][CH:7]=1.I[CH2:15][CH2:16][CH2:17][CH2:18][CH2:19][O:20][CH:21]1[CH2:26][CH2:25][CH2:24][CH2:23][O:22]1.O, predict the reaction product. The product is: [C:6]1([C:12]#[C:13][CH2:15][CH2:16][CH2:17][CH2:18][CH2:19][O:20][CH:21]2[CH2:26][CH2:25][CH2:24][CH2:23][O:22]2)[CH:11]=[CH:10][CH:9]=[CH:8][CH:7]=1. (2) Given the reactants [C:1]([N:8]1[CH2:11][CH:10](I)[CH2:9]1)([O:3][C:4]([CH3:7])([CH3:6])[CH3:5])=[O:2].[O:13]1[CH:17]=[CH:16][C:15]([N:18]([CH2:49][C:50]2[CH:55]=[CH:54][C:53]([O:56][CH3:57])=[CH:52][CH:51]=2)[S:19]([C:22]2[CH:23]=[C:24]3[C:29](=[CH:30][CH:31]=2)[N:28]([C:32]2[C:37]([OH:38])=[CH:36][C:35]([C:39]4[CH:44]=[C:43]([F:45])[CH:42]=[C:41]([F:46])[CH:40]=4)=[C:34]([F:47])[CH:33]=2)[C:27](=[O:48])[CH:26]=[CH:25]3)(=[O:21])=[O:20])=[N:14]1.C(=O)([O-])[O-].[Cs+].[Cs+].O, predict the reaction product. The product is: [F:45][C:43]1[CH:44]=[C:39]([C:35]2[C:34]([F:47])=[CH:33][C:32]([N:28]3[C:29]4[C:24](=[CH:23][C:22]([S:19](=[O:21])(=[O:20])[N:18]([C:15]5[CH:16]=[CH:17][O:13][N:14]=5)[CH2:49][C:50]5[CH:51]=[CH:52][C:53]([O:56][CH3:57])=[CH:54][CH:55]=5)=[CH:31][CH:30]=4)[CH:25]=[CH:26][C:27]3=[O:48])=[C:37]([O:38][CH:10]3[CH2:11][N:8]([C:1]([O:3][C:4]([CH3:7])([CH3:6])[CH3:5])=[O:2])[CH2:9]3)[CH:36]=2)[CH:40]=[C:41]([F:46])[CH:42]=1. (3) Given the reactants [CH:1]1([CH2:7][CH:8]([N:12]2[C:17](=[O:18])[CH:16]=[C:15]([O:19][C:20]3[C:29]4[O:28][CH2:27][CH2:26][O:25][C:24]=4[CH:23]=[CH:22][CH:21]=3)[CH:14]=[N:13]2)[C:9](O)=[O:10])[CH2:6][CH2:5][CH2:4][CH2:3][CH2:2]1.[NH2:30][C:31]1[CH:35]=[CH:34][N:33]([CH2:36][C:37]([CH3:40])([OH:39])[CH3:38])[N:32]=1, predict the reaction product. The product is: [CH:1]1([CH2:7][CH:8]([N:12]2[C:17](=[O:18])[CH:16]=[C:15]([O:19][C:20]3[C:29]4[O:28][CH2:27][CH2:26][O:25][C:24]=4[CH:23]=[CH:22][CH:21]=3)[CH:14]=[N:13]2)[C:9]([NH:30][C:31]2[CH:35]=[CH:34][N:33]([CH2:36][C:37]([OH:39])([CH3:40])[CH3:38])[N:32]=2)=[O:10])[CH2:2][CH2:3][CH2:4][CH2:5][CH2:6]1. (4) Given the reactants [C:1]([C:4]1[C:12]2[C:7](=[CH:8][CH:9]=[CH:10][CH:11]=2)[NH:6][N:5]=1)(O)=[O:2].C(N1C=CN=C1)(N1C=CN=C1)=O.Cl.[CH3:26][NH:27][O:28][CH3:29], predict the reaction product. The product is: [CH3:29][O:28][N:27]([CH3:26])[C:1]([C:4]1[C:12]2[C:7](=[CH:8][CH:9]=[CH:10][CH:11]=2)[NH:6][N:5]=1)=[O:2]. (5) Given the reactants [C:1]([C:3]1[CH:4]=[C:5]([OH:9])[CH:6]=[CH:7][CH:8]=1)#[N:2].[H+].[B-](F)(F)(F)F.CCOCC.C1C(=O)N([Br:28])C(=O)C1, predict the reaction product. The product is: [Br:28][C:8]1[CH:7]=[CH:6][C:5]([OH:9])=[CH:4][C:3]=1[C:1]#[N:2]. (6) The product is: [Br:8][C:6]1[N:7]=[C:2]([C:24]#[C:23][Si:20]([CH3:22])([CH3:21])[CH3:19])[C:3]([NH2:9])=[N:4][CH:5]=1. Given the reactants Br[C:2]1[C:3]([NH2:9])=[N:4][CH:5]=[C:6]([Br:8])[N:7]=1.C(N(C(C)C)CC)(C)C.[CH3:19][Si:20]([C:23]#[CH:24])([CH3:22])[CH3:21], predict the reaction product. (7) Given the reactants [O:1]1[C:5]([C:6]2[CH:11]=[CH:10][C:9]([NH:12][C:13]3[N:14]=[C:15]([NH:23][CH2:24][C@H:25]4[CH2:29][CH2:28][CH2:27][O:26]4)[C:16]4[CH2:22][NH:21][CH2:20][CH2:19][C:17]=4[N:18]=3)=[CH:8][CH:7]=2)=[CH:4][N:3]=[CH:2]1.[C:30](O)(=[O:32])[CH3:31].C([BH3-])#N.[Na+], predict the reaction product. The product is: [O:1]1[C:5]([C:6]2[CH:7]=[CH:8][C:9]([NH:12][C:13]3[N:14]=[C:15]([NH:23][CH2:24][C@H:25]4[CH2:29][CH2:28][CH2:27][O:26]4)[C:16]4[CH2:22][N:21]([CH2:31][CH2:30][OH:32])[CH2:20][CH2:19][C:17]=4[N:18]=3)=[CH:10][CH:11]=2)=[CH:4][N:3]=[CH:2]1. (8) Given the reactants [Br:1][C:2]1[CH:3]=[C:4]([O:9]C)[CH:5]=[C:6]([F:8])[CH:7]=1.Br, predict the reaction product. The product is: [Br:1][C:2]1[CH:3]=[C:4]([OH:9])[CH:5]=[C:6]([F:8])[CH:7]=1.